This data is from Reaction yield outcomes from USPTO patents with 853,638 reactions. The task is: Predict the reaction yield, written as a fraction of the theoretical maximum amount of product (1.0 means a 100% yield; for example, 0.34 means a 34% yield). (1) The reactants are [CH3:1][C:2]1[C:10]2[C:5](=[CH:6][CH:7]=[CH:8][CH:9]=2)[NH:4][N:3]=1.N1C=CC=CC=1.[CH3:17][C:18](OC(C)=O)=[O:19]. The catalyst is C1COCC1.CN(C1C=CN=CC=1)C. The product is [CH3:1][C:2]1[C:10]2[C:5](=[CH:6][CH:7]=[CH:8][CH:9]=2)[N:4]([C:18](=[O:19])[CH3:17])[N:3]=1. The yield is 0.910. (2) The catalyst is C(Cl)Cl. The reactants are [F:1][C:2]([F:14])([F:13])[O:3][C:4]1[CH:12]=[CH:11][C:7]([C:8](Cl)=[O:9])=[CH:6][CH:5]=1.[NH2:15][C:16]1[CH:17]=[C:18]([C:22]2[C:26]([Br:27])=[CH:25][N:24]([CH3:28])[N:23]=2)[CH:19]=[CH:20][CH:21]=1.C(N(CC)CC)C. The yield is 0.760. The product is [Br:27][C:26]1[C:22]([C:18]2[CH:17]=[C:16]([NH:15][C:8]([C:7]3[CH:11]=[CH:12][C:4]([O:3][C:2]([F:14])([F:13])[F:1])=[CH:5][CH:6]=3)=[O:9])[CH:21]=[CH:20][CH:19]=2)=[N:23][N:24]([CH3:28])[CH:25]=1.